The task is: Predict which catalyst facilitates the given reaction.. This data is from Catalyst prediction with 721,799 reactions and 888 catalyst types from USPTO. (1) Reactant: [CH2:1]([OH:11])[CH2:2][CH2:3][CH2:4][CH2:5][CH2:6][CH2:7][CH2:8][CH2:9][CH3:10].[CH3:12][N:13]([CH3:23])[C:14]1[CH:22]=[CH:21][C:17]([C:18](O)=[O:19])=[CH:16][CH:15]=1. Product: [CH2:1]([O:11][C:18](=[O:19])[C:17]1[CH:16]=[CH:15][C:14]([N:13]([CH3:12])[CH3:23])=[CH:22][CH:21]=1)[CH2:2][CH2:3][CH2:4][CH2:5][CH2:6][CH2:7][CH2:8][CH2:9][CH3:10]. The catalyst class is: 6. (2) Reactant: [Br:1][CH2:2][CH2:3][CH2:4][O:5][C:6]1[CH:35]=[CH:34][C:9]([CH2:10][NH:11][C:12]2[N:17]=[C:16]([O:18][CH2:19][C:20]([F:23])([F:22])[F:21])[N:15]=[C:14]([NH:24][C:25]3[CH:33]=[CH:32][C:28]([C:29](O)=[O:30])=[CH:27][CH:26]=3)[N:13]=2)=[CH:8][C:7]=1[Cl:36].C(N(CC)C(C)C)(C)C.[C:46]([O:50][C:51](=[O:59])[NH:52][CH2:53][C:54]([CH3:58])([CH3:57])[CH2:55][NH2:56])([CH3:49])([CH3:48])[CH3:47].CN(C(ON1N=NC2C=CC=NC1=2)=[N+](C)C)C.F[P-](F)(F)(F)(F)F. Product: [C:46]([O:50][C:51](=[O:59])[NH:52][CH2:53][C:54]([CH3:58])([CH3:57])[CH2:55][NH:56][C:29](=[O:30])[C:28]1[CH:27]=[CH:26][C:25]([NH:24][C:14]2[N:13]=[C:12]([NH:11][CH2:10][C:9]3[CH:34]=[CH:35][C:6]([O:5][CH2:4][CH2:3][CH2:2][Br:1])=[C:7]([Cl:36])[CH:8]=3)[N:17]=[C:16]([O:18][CH2:19][C:20]([F:23])([F:21])[F:22])[N:15]=2)=[CH:33][CH:32]=1)([CH3:49])([CH3:47])[CH3:48]. The catalyst class is: 2. (3) Reactant: [NH:1]1[CH2:6][CH2:5][NH:4][CH2:3][CH2:2]1.Cl[C:8]1[CH:13]=[N:12][CH:11]=[CH:10][N:9]=1.C([O-])([O-])=O.[K+].[K+]. Product: [N:1]1[CH:6]=[CH:5][N:4]=[CH:3][C:2]=1[N:9]1[CH2:10][CH2:11][NH:12][CH2:13][CH2:8]1. The catalyst class is: 14. (4) Reactant: [O:1]=[C:2]1[C@@H:8]2[C@@H:4]([CH2:5][CH2:6][NH:7]2)[N:3]1[S:9]([OH:12])(=[O:11])=[O:10].O=C1CCC(=O)N1[O:20][C:21]([NH:23][C@H:24]1[CH2:30][CH2:29][CH2:28][N:27]([C:31]([O:33][CH2:34][C:35]2[CH:40]=[CH:39][CH:38]=[CH:37][CH:36]=2)=[O:32])[CH2:26][CH2:25]1)=O.C(=O)(O)[O-].[Na+]. Product: [CH2:34]([O:33][C:31]([N:27]1[CH2:28][CH2:29][CH2:30][C@H:24]([NH:23][C:21]([N:7]2[CH2:6][CH2:5][C@@H:4]3[C@H:8]2[C:2](=[O:1])[N:3]3[S:9]([OH:12])(=[O:11])=[O:10])=[O:20])[CH2:25][CH2:26]1)=[O:32])[C:35]1[CH:40]=[CH:39][CH:38]=[CH:37][CH:36]=1. The catalyst class is: 47. (5) Reactant: Cl[C:2]1[CH:3]=[C:4]([CH:12]=[C:13]([C:15]([F:18])([F:17])[F:16])[N:14]=1)[C:5]([O:7][C:8]([CH3:11])([CH3:10])[CH3:9])=[O:6].[CH3:19][NH:20][CH:21]1[CH2:26][CH2:25][N:24]([C:27]([O:29][C:30]([CH3:33])([CH3:32])[CH3:31])=[O:28])[CH2:23][CH2:22]1.C(N(CC)C(C)C)(C)C. Product: [C:30]([O:29][C:27]([N:24]1[CH2:23][CH2:22][CH:21]([N:20]([CH3:19])[C:2]2[CH:3]=[C:4]([CH:12]=[C:13]([C:15]([F:18])([F:17])[F:16])[N:14]=2)[C:5]([O:7][C:8]([CH3:11])([CH3:10])[CH3:9])=[O:6])[CH2:26][CH2:25]1)=[O:28])([CH3:33])([CH3:32])[CH3:31]. The catalyst class is: 197. (6) Reactant: Cl[C:2]1[CH:7]=[C:6]([C:8]2[CH:13]=[CH:12][CH:11]=[C:10]([CH3:14])[C:9]=2[CH3:15])[N:5]=[C:4]([NH2:16])[N:3]=1.[NH2:17][CH2:18][CH:19]1[CH2:24][CH2:23][N:22]([C:25]([O:27][C:28]([CH3:31])([CH3:30])[CH3:29])=[O:26])[CH2:21][CH2:20]1.CCN(C(C)C)C(C)C. Product: [NH2:16][C:4]1[N:3]=[C:2]([NH:17][CH2:18][CH:19]2[CH2:24][CH2:23][N:22]([C:25]([O:27][C:28]([CH3:31])([CH3:30])[CH3:29])=[O:26])[CH2:21][CH2:20]2)[CH:7]=[C:6]([C:8]2[CH:13]=[CH:12][CH:11]=[C:10]([CH3:14])[C:9]=2[CH3:15])[N:5]=1. The catalyst class is: 51. (7) Reactant: [C:1]1([OH:7])[CH:6]=[CH:5][CH:4]=[CH:3][CH:2]=1.Br[CH2:9][CH2:10][CH2:11][CH2:12][CH2:13][CH2:14][CH2:15][OH:16].C(=O)([O-])[O-].[K+].[K+]. Product: [C:1]1([O:7][CH2:9][CH2:10][CH2:11][CH2:12][CH2:13][CH2:14][CH2:15][OH:16])[CH:6]=[CH:5][CH:4]=[CH:3][CH:2]=1. The catalyst class is: 372.